Predict which catalyst facilitates the given reaction. From a dataset of Catalyst prediction with 721,799 reactions and 888 catalyst types from USPTO. (1) Reactant: [OH:1][C:2]1([C:15](O)=[O:16])[C:14]2[CH:13]=[CH:12][CH:11]=[CH:10][C:9]=2[C:8]2[C:3]1=[CH:4][CH:5]=[CH:6][CH:7]=2.Cl.[CH2:19]([O:26][C:27](=[O:33])[C@@H:28]1[CH2:32][CH2:31][CH2:30][NH:29]1)[C:20]1[CH:25]=[CH:24][CH:23]=[CH:22][CH:21]=1.C(N(CC)C(C)C)(C)C. Product: [CH2:19]([O:26][C:27](=[O:33])[C@@H:28]1[CH2:32][CH2:31][CH2:30][N:29]1[C:15]([C:2]1([OH:1])[C:14]2[CH:13]=[CH:12][CH:11]=[CH:10][C:9]=2[C:8]2[C:3]1=[CH:4][CH:5]=[CH:6][CH:7]=2)=[O:16])[C:20]1[CH:21]=[CH:22][CH:23]=[CH:24][CH:25]=1. The catalyst class is: 9. (2) Reactant: C([O:5][C:6]1[CH:14]=[CH:13][C:12]2[N:8]([C:9]([C:33](=[O:38])[C:34]([CH3:37])([CH3:36])[CH3:35])=[C:10]([CH2:24][C:25]([CH3:32])([CH3:31])[C:26]([O:28][CH2:29][CH3:30])=[O:27])[C:11]=2[C:15]([C:17]2[CH:22]=[CH:21][C:20]([Cl:23])=[CH:19][CH:18]=2)=[O:16])[CH:7]=1)(C)(C)C.[Cl-].[Al+3].[Cl-].[Cl-].[C@H](O)(C([O-])=O)[C@@H](O)C([O-])=O.[Na+].[K+]. Product: [Cl:23][C:20]1[CH:19]=[CH:18][C:17]([C:15]([C:11]2[C:10]([CH2:24][C:25]([CH3:31])([CH3:32])[C:26]([O:28][CH2:29][CH3:30])=[O:27])=[C:9]([C:33](=[O:38])[C:34]([CH3:36])([CH3:37])[CH3:35])[N:8]3[C:12]=2[CH:13]=[CH:14][C:6]([OH:5])=[CH:7]3)=[O:16])=[CH:22][CH:21]=1. The catalyst class is: 2. (3) Reactant: [NH:1]1[CH2:6][CH2:5][CH:4]([NH:7][C:8]([NH:10][C:11]2[CH:16]=[CH:15][C:14]([F:17])=[CH:13][CH:12]=2)=[O:9])[CH2:3][CH2:2]1.N1C=CC=CC=1.Cl[C:25]([O:27][CH3:28])=[O:26].O. Product: [CH3:28][O:27][C:25]([N:1]1[CH2:6][CH2:5][CH:4]([NH:7][C:8]([NH:10][C:11]2[CH:12]=[CH:13][C:14]([F:17])=[CH:15][CH:16]=2)=[O:9])[CH2:3][CH2:2]1)=[O:26]. The catalyst class is: 54.